This data is from Catalyst prediction with 721,799 reactions and 888 catalyst types from USPTO. The task is: Predict which catalyst facilitates the given reaction. (1) Reactant: [F:1][C:2]1[CH:7]=[CH:6][C:5]([NH:8][C:9]2[CH:16]=[CH:15][C:14]([CH3:17])=[CH:13][C:10]=2[C:11]#[N:12])=[C:4]([N+:18]([O-])=O)[CH:3]=1.[Sn](Cl)[Cl:22]. Product: [ClH:22].[F:1][C:2]1[CH:7]=[CH:6][C:5]2[NH:8][C:9]3[CH:16]=[CH:15][C:14]([CH3:17])=[CH:13][C:10]=3[C:11]([NH2:12])=[N:18][C:4]=2[CH:3]=1. The catalyst class is: 361. (2) Reactant: [N+:1]([O-:4])(O)=[O:2].[OH:5][C:6]1[CH:11]=[C:10]([OH:12])[CH:9]=[CH:8][N:7]=1. Product: [OH:5][C:6]1[C:11]([N+:1]([O-:4])=[O:2])=[C:10]([OH:12])[CH:9]=[CH:8][N:7]=1. The catalyst class is: 82.